Dataset: Catalyst prediction with 721,799 reactions and 888 catalyst types from USPTO. Task: Predict which catalyst facilitates the given reaction. Reactant: [I:1][C:2]1[CH:10]=[CH:9][C:5]([C:6](Cl)=[O:7])=[CH:4][CH:3]=1.[CH3:11][CH2:12][N:13](CC)[CH2:14][CH3:15].N(CC)CC. Product: [I:1][C:2]1[CH:10]=[CH:9][C:5]([C:6]([N:13]([CH2:14][CH3:15])[CH2:12][CH3:11])=[O:7])=[CH:4][CH:3]=1. The catalyst class is: 2.